This data is from Full USPTO retrosynthesis dataset with 1.9M reactions from patents (1976-2016). The task is: Predict the reactants needed to synthesize the given product. (1) Given the product [CH2:1]([NH:5][C:9]([C:11]1[S:12][C:13]([N:16]2[CH2:17][CH2:18][N:19]([C:22](=[O:33])[C:23]3[CH:28]=[CH:27][CH:26]=[CH:25][C:24]=3[C:29]([F:32])([F:31])[F:30])[CH2:20][CH2:21]2)=[N:14][N:15]=1)=[O:8])[CH2:2][CH2:3][CH3:4], predict the reactants needed to synthesize it. The reactants are: [CH2:1]([NH2:5])[CH2:2][CH2:3][CH3:4].C([O:8][C:9]([C:11]1[S:12][C:13]([N:16]2[CH2:21][CH2:20][N:19]([C:22](=[O:33])[C:23]3[CH:28]=[CH:27][CH:26]=[CH:25][C:24]=3[C:29]([F:32])([F:31])[F:30])[CH2:18][CH2:17]2)=[N:14][N:15]=1)=O)C. (2) Given the product [F:6][C:7]1[CH:12]=[C:11]([F:13])[CH:10]=[C:9]2[C:8]=1[CH:17]=[CH:16][C:15](=[O:22])[NH:14]2, predict the reactants needed to synthesize it. The reactants are: OS(O)(=O)=O.[F:6][C:7]1[CH:8]=[C:9]([NH:14][C:15](=[O:22])[CH2:16][CH:17](OC)OC)[CH:10]=[C:11]([F:13])[CH:12]=1.